The task is: Predict which catalyst facilitates the given reaction.. This data is from Catalyst prediction with 721,799 reactions and 888 catalyst types from USPTO. (1) Reactant: [Br:1][C:2]1[CH:3]=[C:4]2[C:8](=[CH:9][CH:10]=1)[NH:7][CH2:6][CH2:5]2.O=[CH:12][C:13]1[CH:21]=[CH:20][C:17]([O:18][CH3:19])=[C:15]([OH:16])[CH:14]=1.C(O[BH-](OC(=O)C)OC(=O)C)(=O)C.[Na+]. Product: [Br:1][C:2]1[CH:3]=[C:4]2[C:8](=[CH:9][CH:10]=1)[N:7]([CH2:12][C:13]1[CH:21]=[CH:20][C:17]([O:18][CH3:19])=[C:15]([OH:16])[CH:14]=1)[CH2:6][CH2:5]2. The catalyst class is: 4. (2) Reactant: Cl[C:2]1[C:7]([C:8]#[N:9])=[CH:6][CH:5]=[C:4]([C:10]2[CH:15]=[CH:14][C:13]([Cl:16])=[CH:12][C:11]=2[Cl:17])[N:3]=1.Cl.[NH2:19][C:20]1[C:25]([C:26]#[N:27])=[CH:24][CH:23]=[C:22]([NH:28][CH:29]2[CH2:34][CH2:33][CH2:32][NH:31][CH2:30]2)[N:21]=1.C(N(CC)C(C)C)(C)C. Product: [NH2:19][C:20]1[C:25]([C:26]#[N:27])=[CH:24][CH:23]=[C:22]([NH:28][CH:29]2[CH2:34][CH2:33][CH2:32][N:31]([C:2]3[C:7]([C:8]#[N:9])=[CH:6][CH:5]=[C:4]([C:10]4[CH:15]=[CH:14][C:13]([Cl:16])=[CH:12][C:11]=4[Cl:17])[N:3]=3)[CH2:30]2)[N:21]=1. The catalyst class is: 16. (3) Reactant: Cl.[NH2:2][CH2:3][C:4]1[C:9]([C:10]([CH3:13])([CH3:12])[CH3:11])=[CH:8][C:7]([C:14]([CH3:17])([CH3:16])[CH3:15])=[CH:6][C:5]=1[OH:18].C([O-])(O)=O.[Na+].[CH2:24](I)[CH:25]=[CH2:26]. Product: [C:10]([C:9]1[C:4]([CH2:3][NH:2][CH2:26][CH:25]=[CH2:24])=[C:5]([OH:18])[CH:6]=[C:7]([C:14]([CH3:17])([CH3:16])[CH3:15])[CH:8]=1)([CH3:11])([CH3:12])[CH3:13]. The catalyst class is: 2. (4) Reactant: [H-].[Al+3].[Li+].[H-].[H-].[H-].[OH:7][CH2:8][C@@H:9]([NH:15][C:16](=O)OC(C)(C)C)[C@H:10]([OH:14])[CH2:11][S:12][CH3:13]. Product: [CH3:16][NH:15][C@@H:9]([C@H:10]([OH:14])[CH2:11][S:12][CH3:13])[CH2:8][OH:7]. The catalyst class is: 7. (5) Reactant: C[O:2][C:3]1[CH:18]=[CH:17][C:6]([CH2:7][C:8]2[CH:13]=[CH:12][C:11]([O:14]C)=[CH:10][C:9]=2[CH3:16])=[C:5]([CH3:19])[C:4]=1[CH:20]([CH3:22])[CH3:21].B(Br)(Br)Br. Product: [OH:2][C:3]1[CH:18]=[CH:17][C:6]([CH2:7][C:8]2[CH:13]=[CH:12][C:11]([OH:14])=[CH:10][C:9]=2[CH3:16])=[C:5]([CH3:19])[C:4]=1[CH:20]([CH3:22])[CH3:21]. The catalyst class is: 2. (6) Reactant: [NH:1]1[C:5]2[CH:6]=[CH:7][CH:8]=[CH:9][C:4]=2[N:3]=[C:2]1[CH:10]1[CH2:15][CH2:14][CH2:13][CH:12]([NH:16][C:17]([C:19]2[CH:28]=[CH:27][C:22]3OC[CH2:25][O:26][C:21]=3[CH:20]=2)=[O:18])[CH2:11]1.Br[CH2:30][CH2:31][O:32][Si:33]([C:36]([CH3:39])([CH3:38])[CH3:37])([CH3:35])[CH3:34].[C:40](=O)([O-])[O-:41].[K+].[K+]. Product: [Si:33]([O:32][CH2:31][CH2:30][N:3]1[C:4]2[CH:9]=[CH:8][CH:7]=[CH:6][C:5]=2[N:1]=[C:2]1[CH:10]1[CH2:15][CH2:14][CH2:13][CH:12]([NH:16][C:17](=[O:18])[C:19]2[CH:28]=[C:27]([O:41][CH3:40])[CH:22]=[C:21]([O:26][CH3:25])[CH:20]=2)[CH2:11]1)([C:36]([CH3:39])([CH3:38])[CH3:37])([CH3:35])[CH3:34]. The catalyst class is: 3. (7) Reactant: [CH2:1]([NH:3][C:4]([C:6]1[N:7]=[C:8]([C:16]2[CH:17]=[N:18][C:19]([NH:22][C:23]([NH:25][CH2:26][CH3:27])=[O:24])=[CH:20][CH:21]=2)[S:9][C:10]=1[C:11]([O:13]CC)=[O:12])=[O:5])[CH3:2].[OH-].[Li+]. Product: [CH2:1]([NH:3][C:4]([C:6]1[N:7]=[C:8]([C:16]2[CH:17]=[N:18][C:19]([NH:22][C:23]([NH:25][CH2:26][CH3:27])=[O:24])=[CH:20][CH:21]=2)[S:9][C:10]=1[C:11]([OH:13])=[O:12])=[O:5])[CH3:2]. The catalyst class is: 5.